Dataset: NCI-60 drug combinations with 297,098 pairs across 59 cell lines. Task: Regression. Given two drug SMILES strings and cell line genomic features, predict the synergy score measuring deviation from expected non-interaction effect. (1) Cell line: KM12. Drug 1: C1CCC(C1)C(CC#N)N2C=C(C=N2)C3=C4C=CNC4=NC=N3. Drug 2: CC1=C(C=C(C=C1)NC(=O)C2=CC=C(C=C2)CN3CCN(CC3)C)NC4=NC=CC(=N4)C5=CN=CC=C5. Synergy scores: CSS=18.8, Synergy_ZIP=6.30, Synergy_Bliss=-3.43, Synergy_Loewe=-21.2, Synergy_HSA=-5.20. (2) Drug 1: CN(CCCl)CCCl.Cl. Drug 2: N.N.Cl[Pt+2]Cl. Cell line: ACHN. Synergy scores: CSS=73.2, Synergy_ZIP=-0.367, Synergy_Bliss=1.05, Synergy_Loewe=-0.837, Synergy_HSA=3.69. (3) Drug 1: C1=NNC2=C1C(=O)NC=N2. Drug 2: CCN(CC)CCCC(C)NC1=C2C=C(C=CC2=NC3=C1C=CC(=C3)Cl)OC. Cell line: DU-145. Synergy scores: CSS=32.5, Synergy_ZIP=-1.45, Synergy_Bliss=3.04, Synergy_Loewe=-11.6, Synergy_HSA=2.79. (4) Cell line: NCI/ADR-RES. Drug 2: CCCCCOC(=O)NC1=NC(=O)N(C=C1F)C2C(C(C(O2)C)O)O. Synergy scores: CSS=38.5, Synergy_ZIP=-6.34, Synergy_Bliss=-6.29, Synergy_Loewe=-59.2, Synergy_HSA=-7.45. Drug 1: C1=CN(C(=O)N=C1N)C2C(C(C(O2)CO)O)O.Cl. (5) Drug 1: C1=NC2=C(N=C(N=C2N1C3C(C(C(O3)CO)O)O)F)N. Drug 2: CC1=C2C(C(=O)C3(C(CC4C(C3C(C(C2(C)C)(CC1OC(=O)C(C(C5=CC=CC=C5)NC(=O)C6=CC=CC=C6)O)O)OC(=O)C7=CC=CC=C7)(CO4)OC(=O)C)O)C)OC(=O)C. Cell line: LOX IMVI. Synergy scores: CSS=9.88, Synergy_ZIP=-4.66, Synergy_Bliss=-6.24, Synergy_Loewe=-32.2, Synergy_HSA=-4.62. (6) Drug 1: C1CN1C2=NC(=NC(=N2)N3CC3)N4CC4. Drug 2: C1=NC2=C(N1)C(=S)N=CN2. Cell line: HOP-62. Synergy scores: CSS=43.7, Synergy_ZIP=-2.55, Synergy_Bliss=-2.59, Synergy_Loewe=-5.98, Synergy_HSA=-1.41. (7) Drug 1: CNC(=O)C1=CC=CC=C1SC2=CC3=C(C=C2)C(=NN3)C=CC4=CC=CC=N4. Drug 2: CC(CN1CC(=O)NC(=O)C1)N2CC(=O)NC(=O)C2. Cell line: SK-MEL-28. Synergy scores: CSS=6.16, Synergy_ZIP=-0.920, Synergy_Bliss=-0.861, Synergy_Loewe=-4.09, Synergy_HSA=-4.03. (8) Drug 1: CS(=O)(=O)C1=CC(=C(C=C1)C(=O)NC2=CC(=C(C=C2)Cl)C3=CC=CC=N3)Cl. Drug 2: N.N.Cl[Pt+2]Cl. Cell line: UO-31. Synergy scores: CSS=48.3, Synergy_ZIP=7.07, Synergy_Bliss=7.65, Synergy_Loewe=9.89, Synergy_HSA=9.44. (9) Drug 1: C1=C(C(=O)NC(=O)N1)F. Drug 2: C1CN(P(=O)(OC1)NCCCl)CCCl. Cell line: SR. Synergy scores: CSS=34.7, Synergy_ZIP=-7.34, Synergy_Bliss=-15.4, Synergy_Loewe=-27.0, Synergy_HSA=-15.1.